Dataset: Forward reaction prediction with 1.9M reactions from USPTO patents (1976-2016). Task: Predict the product of the given reaction. (1) Given the reactants [NH2:1][C:2]1[CH:10]=[C:9]([O:11][CH2:12][C:13]2[CH:18]=[CH:17][CH:16]=[CH:15][CH:14]=2)[C:8]([Br:19])=[CH:7][C:3]=1[C:4]([OH:6])=O.[NH2:20][C:21](N)=[O:22], predict the reaction product. The product is: [CH2:12]([O:11][C:9]1[CH:10]=[C:2]2[C:3]([C:4](=[O:6])[NH:20][C:21](=[O:22])[NH:1]2)=[CH:7][C:8]=1[Br:19])[C:13]1[CH:18]=[CH:17][CH:16]=[CH:15][CH:14]=1. (2) Given the reactants [CH2:1]([C:3]([C:21]1[CH:35]=[CH:34][C:24]([O:25][CH2:26][C@@H:27]2[O:32][C:31](=[O:33])[CH2:30][CH2:29][CH2:28]2)=[C:23]([CH3:36])[CH:22]=1)([C:6]1[CH:11]=[CH:10][C:9](/[CH:12]=[CH:13]/[C:14]([CH2:18][CH3:19])([OH:17])[CH2:15][CH3:16])=[C:8]([CH3:20])[CH:7]=1)[CH2:4][CH3:5])[CH3:2].[OH-].[K+].C(OCC)(=[O:41])C, predict the reaction product. The product is: [CH2:4]([C:3]([C:21]1[CH:35]=[CH:34][C:24]([O:25][CH2:26][C@H:27]([OH:41])[CH2:28][CH2:29][CH2:30][C:31]([OH:32])=[O:33])=[C:23]([CH3:36])[CH:22]=1)([C:6]1[CH:11]=[CH:10][C:9](/[CH:12]=[CH:13]/[C:14]([CH2:18][CH3:19])([OH:17])[CH2:15][CH3:16])=[C:8]([CH3:20])[CH:7]=1)[CH2:1][CH3:2])[CH3:5]. (3) Given the reactants C(=O)([O-])[O-].[Na+].[Na+].[OH:7][C:8]1[CH:21]=[C:20]([OH:22])[CH:19]=[CH:18][C:9]=1[C:10]([C:12]1[CH:17]=[CH:16][CH:15]=[CH:14][CH:13]=1)=[O:11].[C:23](OC=C)(=O)[CH2:24]C.C1(C(C2C=CC(OC=C)=CC=2O)=O)C=CC=CC=1, predict the reaction product. The product is: [C:12]1([C:10]([C:9]2[CH:18]=[CH:19][C:20]([OH:22])=[CH:21][C:8]=2[O:7][CH:23]=[CH2:24])=[O:11])[CH:17]=[CH:16][CH:15]=[CH:14][CH:13]=1. (4) Given the reactants [C:1]([O:5][C:6]([N:8]1[CH2:12][C@@H:11]([N:13]([CH2:21][C:22]2[CH:27]=[C:26]([C:28]([F:31])([F:30])[F:29])[CH:25]=[C:24]([C:32]([F:35])([F:34])[F:33])[CH:23]=2)[C:14]2[N:19]=[CH:18][C:17](Br)=[CH:16][N:15]=2)[CH2:10][C@H:9]1[CH2:36][CH3:37])=[O:7])([CH3:4])([CH3:3])[CH3:2].[NH:38]1[CH2:43][CH2:42][O:41][CH2:40][CH2:39]1.C(P(C(C)(C)C)C1C=CC=CC=1C1C=CC=CC=1)(C)(C)C.CC(C)([O-])C.[Na+], predict the reaction product. The product is: [C:1]([O:5][C:6]([N:8]1[CH2:12][C@@H:11]([N:13]([CH2:21][C:22]2[CH:27]=[C:26]([C:28]([F:31])([F:30])[F:29])[CH:25]=[C:24]([C:32]([F:35])([F:34])[F:33])[CH:23]=2)[C:14]2[N:19]=[CH:18][C:17]([N:38]3[CH2:43][CH2:42][O:41][CH2:40][CH2:39]3)=[CH:16][N:15]=2)[CH2:10][C@H:9]1[CH2:36][CH3:37])=[O:7])([CH3:4])([CH3:3])[CH3:2]. (5) Given the reactants Br[C:2]1[CH2:6][CH2:5][C:4](=[O:7])[C:3]=1[CH3:8].[CH3:9][O:10][C:11]1[N:16]=[CH:15][C:14](B(O)O)=[CH:13][CH:12]=1, predict the reaction product. The product is: [CH3:9][O:10][C:11]1[N:16]=[CH:15][C:14]([C:2]2[CH2:6][CH2:5][C:4](=[O:7])[C:3]=2[CH3:8])=[CH:13][CH:12]=1. (6) Given the reactants [NH2:1][C:2]1[C:3]([CH3:13])=[C:4]([CH:9]=[C:10]([Br:12])[CH:11]=1)[C:5]([O:7][CH3:8])=[O:6].[S:14]1[CH2:19][CH2:18][C:17](=O)[CH2:16][CH2:15]1.C(O)(=O)C.C(O[BH-](OC(=O)C)OC(=O)C)(=O)C.[Na+].C([O-])(O)=O.[Na+], predict the reaction product. The product is: [Br:12][C:10]1[CH:11]=[C:2]([NH:1][CH:17]2[CH2:18][CH2:19][S:14][CH2:15][CH2:16]2)[C:3]([CH3:13])=[C:4]([CH:9]=1)[C:5]([O:7][CH3:8])=[O:6]. (7) Given the reactants O=C1C2C(=CC=CC=2)C(=O)[N:3]1[C@H:12]1[CH2:16][CH2:15][CH2:14][C@H:13]1[O:17][C:18]1[N:19]=[C:20]([NH:29][C:30]2[CH:35]=[CH:34][C:33]([N:36]3[CH2:41][CH2:40][CH:39]([N:42]4[CH2:47][CH2:46][N:45]([CH3:48])[CH2:44][CH2:43]4)[CH2:38][CH2:37]3)=[CH:32][CH:31]=2)[C:21]([C:26]([NH2:28])=[O:27])=[N:22][C:23]=1[CH2:24][CH3:25].O.NN.O1CCCC1, predict the reaction product. The product is: [NH2:3][C@H:12]1[CH2:16][CH2:15][CH2:14][C@H:13]1[O:17][C:18]1[N:19]=[C:20]([NH:29][C:30]2[CH:31]=[CH:32][C:33]([N:36]3[CH2:37][CH2:38][CH:39]([N:42]4[CH2:43][CH2:44][N:45]([CH3:48])[CH2:46][CH2:47]4)[CH2:40][CH2:41]3)=[CH:34][CH:35]=2)[C:21]([C:26]([NH2:28])=[O:27])=[N:22][C:23]=1[CH2:24][CH3:25]. (8) Given the reactants [Br:1][C:2]1[CH:3]=[CH:4][C:5]([C:8]([OH:10])=O)=[N:6][CH:7]=1.[CH:11]1([C:14]2[CH:15]=[C:16]([CH3:26])[C:17]([N:20]3[CH2:25][CH2:24][NH:23][CH2:22][CH2:21]3)=[N:18][CH:19]=2)[CH2:13][CH2:12]1, predict the reaction product. The product is: [Br:1][C:2]1[CH:3]=[CH:4][C:5]([C:8]([N:23]2[CH2:24][CH2:25][N:20]([C:17]3[C:16]([CH3:26])=[CH:15][C:14]([CH:11]4[CH2:12][CH2:13]4)=[CH:19][N:18]=3)[CH2:21][CH2:22]2)=[O:10])=[N:6][CH:7]=1.